From a dataset of Full USPTO retrosynthesis dataset with 1.9M reactions from patents (1976-2016). Predict the reactants needed to synthesize the given product. (1) Given the product [Cl:19][C:9]1[C:10]2[CH2:15][S:14][CH2:13][C:11]=2[N:12]=[C:7]([C:4]2[CH:5]=[CH:6][N:1]=[CH:2][CH:3]=2)[N:8]=1, predict the reactants needed to synthesize it. The reactants are: [N:1]1[CH:6]=[CH:5][C:4]([C:7]2[N:8]=[C:9](O)[C:10]3[CH2:15][S:14][CH2:13][C:11]=3[N:12]=2)=[CH:3][CH:2]=1.O=P(Cl)(Cl)[Cl:19]. (2) Given the product [O:36]1[CH2:40][CH2:39][CH2:38][CH:37]1[CH2:41][NH:42][C:30](=[O:32])[CH:29]([C:26]1[CH:27]=[CH:28][C:23]([C:21]2[CH:20]=[CH:19][C:18]3[N:14]([C:10]4[CH:11]=[CH:12][CH:13]=[C:8]([NH:7][C:5]([NH:4][CH2:3][C:2]([F:1])([F:35])[F:34])=[O:6])[CH:9]=4)[CH:15]=[N:16][C:17]=3[CH:22]=2)=[CH:24][CH:25]=1)[CH3:33], predict the reactants needed to synthesize it. The reactants are: [F:1][C:2]([F:35])([F:34])[CH2:3][NH:4][C:5]([NH:7][C:8]1[CH:9]=[C:10]([N:14]2[C:18]3[CH:19]=[CH:20][C:21]([C:23]4[CH:28]=[CH:27][C:26]([CH:29]([CH3:33])[C:30]([OH:32])=O)=[CH:25][CH:24]=4)=[CH:22][C:17]=3[N:16]=[CH:15]2)[CH:11]=[CH:12][CH:13]=1)=[O:6].[O:36]1[CH:40]=[CH:39][CH:38]=[C:37]1[CH2:41][NH2:42]. (3) Given the product [OH:34][CH2:33][CH2:32][N:26]1[CH2:31][CH2:30][N:29]([C:22]([C:19]2[CH:20]=[CH:21][C:9]3[C:8](=[O:25])[C:7]4[C:6]5[C:14](=[CH:15][C:3]([C:1]#[N:2])=[CH:4][CH:5]=5)[NH:13][C:12]=4[C:11]([CH3:17])([CH3:16])[C:10]=3[CH:18]=2)=[O:24])[CH2:28][CH2:27]1, predict the reactants needed to synthesize it. The reactants are: [C:1]([C:3]1[CH:15]=[C:14]2[C:6]([C:7]3[C:8](=[O:25])[C:9]4[CH:21]=[CH:20][C:19]([C:22]([OH:24])=O)=[CH:18][C:10]=4[C:11]([CH3:17])([CH3:16])[C:12]=3[NH:13]2)=[CH:5][CH:4]=1)#[N:2].[N:26]1([CH2:32][CH2:33][OH:34])[CH2:31][CH2:30][NH:29][CH2:28][CH2:27]1. (4) Given the product [Cl:31][C:20]1[CH:19]=[C:18]([O:17][C:8]2[C:7]3[C:12](=[CH:13][C:14]([O:15][CH3:16])=[C:5]([O:4][CH2:3][CH2:2][CH2:1][N:38]4[CH2:43][CH2:42][O:41][CH2:40][CH2:39]4)[CH:6]=3)[N:11]=[CH:10][N:9]=2)[CH:23]=[CH:22][C:21]=1[NH:24][C:25]([NH:27][CH2:28][CH2:29][CH3:30])=[O:26], predict the reactants needed to synthesize it. The reactants are: [CH3:1][CH2:2][CH2:3][O:4][C:5]1[CH:6]=[C:7]2[C:12](=[CH:13][C:14]=1[O:15][CH3:16])[N:11]=[CH:10][N:9]=[C:8]2[O:17][C:18]1[CH:23]=[CH:22][C:21]([NH:24][C:25]([NH:27][CH2:28][CH2:29][CH3:30])=[O:26])=[C:20]([Cl:31])[CH:19]=1.C(=O)([O-])[O-].[K+].[K+].[NH:38]1[CH2:43][CH2:42][O:41][CH2:40][CH2:39]1.O.